From a dataset of Reaction yield outcomes from USPTO patents with 853,638 reactions. Predict the reaction yield, written as a fraction of the theoretical maximum amount of product (1.0 means a 100% yield; for example, 0.34 means a 34% yield). (1) The reactants are [CH2:1]([O:9][C:10]1[CH:11]=[C:12]([N+:25]([O-])=O)[CH:13]=[CH:14][C:15]=1[O:16][CH2:17][CH2:18][CH2:19][CH2:20][CH2:21][CH2:22][CH2:23][CH3:24])[CH2:2][CH2:3][CH2:4][CH2:5][CH2:6][CH2:7][CH3:8].[H][H]. The catalyst is C(OCC)(=O)C.[Pd]. The product is [CH2:1]([O:9][C:10]1[CH:11]=[C:12]([CH:13]=[CH:14][C:15]=1[O:16][CH2:17][CH2:18][CH2:19][CH2:20][CH2:21][CH2:22][CH2:23][CH3:24])[NH2:25])[CH2:2][CH2:3][CH2:4][CH2:5][CH2:6][CH2:7][CH3:8]. The yield is 0.970. (2) The reactants are [CH3:1][N:2]([S:24]([C:27]1[CH:32]=[CH:31][C:30]([C:33]([F:36])([F:35])[F:34])=[CH:29][CH:28]=1)(=[O:26])=[O:25])[C@H:3]1[CH2:8][CH2:7][C@H:6]([CH2:9]OS(C2C=CC(C(F)(F)F)=CC=2)(=O)=O)[CH2:5][CH2:4]1.Cl.[CH3:38][N:39]([CH3:43])[CH2:40][CH2:41][SH:42].[H-].[Na+].[Na+].[I-].OS([O-])(=O)=O.[K+].C([O-])(O)=O.[Na+].CCOCC. The catalyst is CN(C=O)C. The product is [CH3:38][N:39]([CH3:43])[CH2:40][CH2:41][S:42][CH2:9][C@H:6]1[CH2:7][CH2:8][C@H:3]([N:2]([CH3:1])[S:24]([C:27]2[CH:32]=[CH:31][C:30]([C:33]([F:35])([F:36])[F:34])=[CH:29][CH:28]=2)(=[O:25])=[O:26])[CH2:4][CH2:5]1. The yield is 0.630. (3) The reactants are [CH3:1][O:2][C:3]1[CH:15]=[CH:14][C:6]([C:7]([S:9][CH2:10][C:11]([OH:13])=[O:12])=[O:8])=[CH:5][C:4]=1[O:16][S:17]([CH3:20])(=[O:19])=[O:18].C(Cl)CCl.[Cl:25][C:26]1[CH:27]=[N+:28]([O-:51])[CH:29]=[C:30]([Cl:50])[C:31]=1[CH2:32][C@@H:33]([C:35]1[CH:40]=[CH:39][C:38]([O:41][CH:42]([F:44])[F:43])=[C:37]([O:45][CH2:46][CH:47]2[CH2:49][CH2:48]2)[CH:36]=1)O. The catalyst is C(Cl)Cl.CN(C1C=CN=CC=1)C. The product is [Cl:25][C:26]1[CH:27]=[N+:28]([O-:51])[CH:29]=[C:30]([Cl:50])[C:31]=1[CH2:32][C@@H:33]([C:35]1[CH:40]=[CH:39][C:38]([O:41][CH:42]([F:44])[F:43])=[C:37]([O:45][CH2:46][CH:47]2[CH2:49][CH2:48]2)[CH:36]=1)[O:12][C:11](=[O:13])[CH2:10][S:9][C:7](=[O:8])[C:6]1[CH:14]=[CH:15][C:3]([O:2][CH3:1])=[C:4]([O:16][S:17]([CH3:20])(=[O:19])=[O:18])[CH:5]=1. The yield is 0.236. (4) The yield is 0.620. The product is [ClH:26].[CH:1]([NH:4][C:5]([C:7]1[C:15]2[C:10](=[N:11][CH:12]=[C:13]([C:16]3[C:24]4[C:19](=[CH:20][C:21]([Cl:26])=[CH:22][C:23]=4[F:25])[N:18]([CH2:27][CH2:28][N:29]([CH3:31])[CH3:30])[N:17]=3)[N:14]=2)[NH:9][CH:8]=1)=[O:6])([CH3:3])[CH3:2]. The reactants are [CH:1]([NH:4][C:5]([C:7]1[C:15]2[C:10](=[N:11][CH:12]=[C:13]([C:16]3[C:24]4[C:19](=[CH:20][C:21]([Cl:26])=[CH:22][C:23]=4[F:25])[N:18]([CH2:27][CH2:28][N:29]([CH3:31])[CH3:30])[N:17]=3)[N:14]=2)[N:9](COCC[Si](C)(C)C)[CH:8]=1)=[O:6])([CH3:3])[CH3:2].FC(F)(F)C(O)=O.C(N)CN.Cl. The catalyst is ClCCl.CO.ClCCl.O1CCOCC1.C(OCC)(=O)C.O. (5) The reactants are C[O:2][C:3]([C:5]1[NH:6][N:7]=[C:8]([NH:10][CH2:11][C:12]2[C:13]([C:18]3[CH:23]=[CH:22][C:21]([F:24])=[CH:20][CH:19]=3)=[N:14][O:15][C:16]=2[CH3:17])[CH:9]=1)=[O:4].O.[OH-].[Li+]. The catalyst is C1COCC1.O. The product is [F:24][C:21]1[CH:22]=[CH:23][C:18]([C:13]2[C:12]([CH2:11][NH:10][C:8]3[CH:9]=[C:5]([C:3]([OH:4])=[O:2])[NH:6][N:7]=3)=[C:16]([CH3:17])[O:15][N:14]=2)=[CH:19][CH:20]=1. The yield is 0.910.